Dataset: Full USPTO retrosynthesis dataset with 1.9M reactions from patents (1976-2016). Task: Predict the reactants needed to synthesize the given product. (1) Given the product [Cl:17][CH2:18][C:19]1[N:16]=[C:14]([CH:13]=[CH:12][C:3]2[CH:4]=[CH:5][C:6]([C:8]([F:11])([F:10])[F:9])=[CH:7][C:2]=2[F:1])[O:15][CH:21]=1, predict the reactants needed to synthesize it. The reactants are: [F:1][C:2]1[CH:7]=[C:6]([C:8]([F:11])([F:10])[F:9])[CH:5]=[CH:4][C:3]=1[CH:12]=[CH:13][C:14]([NH2:16])=[O:15].[Cl:17][CH2:18][C:19]([CH2:21]Cl)=O. (2) Given the product [CH2:20]([CH:15]([CH2:16][CH2:17][CH2:18][CH3:19])[CH2:14][O:10][C:6]1[CH:7]=[CH:8][CH:9]=[C:4]([N+:1]([O-:3])=[O:2])[CH:5]=1)[CH3:21], predict the reactants needed to synthesize it. The reactants are: [N+:1]([C:4]1[CH:5]=[C:6]([OH:10])[CH:7]=[CH:8][CH:9]=1)([O-:3])=[O:2].[OH-].[K+].Br[CH2:14][CH:15]([CH2:20][CH3:21])[CH2:16][CH2:17][CH2:18][CH3:19]. (3) Given the product [C:1]([OH:5])(=[O:4])[CH:2]=[CH2:3].[C:6]([O:11][CH2:12][C:13]([F:20])([F:21])[CH:14]([F:19])[C:15]([F:17])([F:18])[F:16])(=[O:10])[C:7]([CH3:9])=[CH2:8].[C:22]([O:26][C:27]([CH3:30])([CH3:29])[CH3:28])(=[O:25])[CH:23]=[CH2:24].[CH2:31]=[CH:32][C:33]1[CH:38]=[CH:37][CH:36]=[CH:35][CH:34]=1, predict the reactants needed to synthesize it. The reactants are: [C:1]([OH:5])(=[O:4])[CH:2]=[CH2:3].[C:6]([O:11][CH2:12][C:13]([F:21])([F:20])[CH:14]([F:19])[C:15]([F:18])([F:17])[F:16])(=[O:10])[C:7]([CH3:9])=[CH2:8].[C:22]([O:26][C:27]([CH3:30])([CH3:29])[CH3:28])(=[O:25])[CH:23]=[CH2:24].[CH2:31]=[CH:32][C:33]1[CH:38]=[CH:37][CH:36]=[CH:35][CH:34]=1.N(C(C)(C)C#N)=NC(C)(C)C#N.C(OC(C)COC)(=O)C.